This data is from Full USPTO retrosynthesis dataset with 1.9M reactions from patents (1976-2016). The task is: Predict the reactants needed to synthesize the given product. (1) Given the product [Br:9][C:10]1[C:11]([O:4][CH2:3][C:2]([F:6])([F:5])[F:1])=[N:12][CH:13]=[CH:14][CH:15]=1, predict the reactants needed to synthesize it. The reactants are: [F:1][C:2]([F:6])([F:5])[CH2:3][OH:4].[H-].[Na+].[Br:9][C:10]1[C:11](Cl)=[N:12][CH:13]=[CH:14][CH:15]=1.[Cl-].[NH4+]. (2) Given the product [CH3:1][O:2][C:3]([C:5]1[C:13]2[O:12][CH2:11][CH:10]([CH2:14][N:15]3[CH2:20][CH2:19][N:18]([C:21]([O:23][C:24]([CH3:27])([CH3:26])[CH3:25])=[O:22])[CH2:17][CH2:16]3)[C:9]=2[CH:8]=[CH:7][CH:6]=1)=[O:4], predict the reactants needed to synthesize it. The reactants are: [CH3:1][O:2][C:3]([C:5]1[C:13]2[O:12][CH:11]=[C:10]([CH2:14][N:15]3[CH2:20][CH2:19][N:18]([C:21]([O:23][C:24]([CH3:27])([CH3:26])[CH3:25])=[O:22])[CH2:17][CH2:16]3)[C:9]=2[CH:8]=[CH:7][CH:6]=1)=[O:4].C([O-])([O-])=O.[Na+].[Na+].